This data is from Full USPTO retrosynthesis dataset with 1.9M reactions from patents (1976-2016). The task is: Predict the reactants needed to synthesize the given product. (1) Given the product [Cl:1][C:2]1[CH:7]=[CH:6][CH:5]=[CH:4][C:3]=1[CH2:8][C:9](=[O:11])[CH2:12][C:13]([O:14][CH2:15][CH3:16])=[O:18], predict the reactants needed to synthesize it. The reactants are: [Cl:1][C:2]1[CH:7]=[CH:6][CH:5]=[CH:4][C:3]=1[CH2:8][C:9]([OH:11])=O.[CH3:12][C:13]1(C)[O:18]C(=O)[CH2:16][C:15](=O)[O:14]1. (2) The reactants are: [H-].[Na+].[F:3][C:4]1[CH:5]=[C:6]([CH:34]([OH:36])[CH3:35])[CH:7]=[CH:8][C:9]=1[N:10]1[CH2:15][CH2:14][N:13]([C:16]([C:18]2[CH:23]=[C:22]([S:24]([CH3:27])(=[O:26])=[O:25])[CH:21]=[CH:20][C:19]=2[C:28]2[CH:33]=[CH:32][CH:31]=[CH:30][CH:29]=2)=[O:17])[CH2:12][CH2:11]1.[CH3:37]I. Given the product [F:3][C:4]1[CH:5]=[C:6]([CH:34]([O:36][CH3:37])[CH3:35])[CH:7]=[CH:8][C:9]=1[N:10]1[CH2:11][CH2:12][N:13]([C:16]([C:18]2[CH:23]=[C:22]([S:24]([CH3:27])(=[O:26])=[O:25])[CH:21]=[CH:20][C:19]=2[C:28]2[CH:29]=[CH:30][CH:31]=[CH:32][CH:33]=2)=[O:17])[CH2:14][CH2:15]1.[CH3:37][O:36][CH3:34], predict the reactants needed to synthesize it. (3) Given the product [Cl:29][C:26]1[CH:27]=[CH:28][C:23]([NH:22][C:20](=[O:21])[C:19]2[CH:30]=[CH:31][C:32]([C:34]([O:36][CH3:37])=[O:35])=[CH:33][C:18]=2[NH:17][C:10]([CH:7]2[CH2:6][CH2:5][N:4]([CH:1]([CH3:2])[CH3:3])[CH2:9][CH2:8]2)=[O:12])=[N:24][CH:25]=1, predict the reactants needed to synthesize it. The reactants are: [CH:1]([N:4]1[CH2:9][CH2:8][CH:7]([C:10]([OH:12])=O)[CH2:6][CH2:5]1)([CH3:3])[CH3:2].S(Cl)(Cl)=O.[NH2:17][C:18]1[CH:33]=[C:32]([C:34]([O:36][CH3:37])=[O:35])[CH:31]=[CH:30][C:19]=1[C:20]([NH:22][C:23]1[CH:28]=[CH:27][C:26]([Cl:29])=[CH:25][N:24]=1)=[O:21].[OH-].[Na+]. (4) Given the product [Cl:33][C:5]1[CH:4]=[CH:3][C:2]([C:40]2[CH:45]=[CH:44][CH:43]=[CH:42][CH:41]=2)=[CH:32][C:6]=1[CH2:7][N:8]1[C:16](=[O:17])[NH:15][C:14]2[C:9]1=[N:10][C:11]([NH:18][CH2:19][C@@H:20]1[CH2:24][CH2:23][N:22]([C:25]([O:27][C:28]([CH3:31])([CH3:30])[CH3:29])=[O:26])[CH2:21]1)=[N:12][CH:13]=2, predict the reactants needed to synthesize it. The reactants are: Br[C:2]1[CH:3]=[CH:4][C:5]([Cl:33])=[C:6]([CH:32]=1)[CH2:7][N:8]1[C:16](=[O:17])[NH:15][C:14]2[C:9]1=[N:10][C:11]([NH:18][CH2:19][C@@H:20]1[CH2:24][CH2:23][N:22]([C:25]([O:27][C:28]([CH3:31])([CH3:30])[CH3:29])=[O:26])[CH2:21]1)=[N:12][CH:13]=2.O1CCOCC1.[C:40]1(B(O)O)[CH:45]=[CH:44][CH:43]=[CH:42][CH:41]=1.C(=O)([O-])[O-].[Cs+].[Cs+].